Dataset: Forward reaction prediction with 1.9M reactions from USPTO patents (1976-2016). Task: Predict the product of the given reaction. (1) Given the reactants [C:1]([O:5][C:6]([N:8]1[CH2:11][CH:10]([NH:12][C:13]2[CH:14]=[C:15]3[C:24](=[CH:25][C:26]=2Br)[O:23][CH2:22][C:21]2[N:16]3[CH:17]([CH3:29])[C:18](=[O:28])[NH:19][N:20]=2)[CH2:9]1)=[O:7])([CH3:4])([CH3:3])[CH3:2].[C:30]1(B(O)O)[CH:35]=[CH:34][CH:33]=[CH:32][CH:31]=1.C([O-])([O-])=O.[K+].[K+], predict the reaction product. The product is: [C:1]([O:5][C:6]([N:8]1[CH2:11][CH:10]([NH:12][C:13]2[CH:14]=[C:15]3[C:24](=[CH:25][C:26]=2[C:30]2[CH:35]=[CH:34][CH:33]=[CH:32][CH:31]=2)[O:23][CH2:22][C:21]2[N:16]3[CH:17]([CH3:29])[C:18](=[O:28])[NH:19][N:20]=2)[CH2:9]1)=[O:7])([CH3:4])([CH3:3])[CH3:2]. (2) Given the reactants [C:1]([C:3]1([CH2:13][O:14][C:15]2[C:27]([CH:28]3[CH2:30][CH2:29]3)=[CH:26][C:18]([C:19]([O:21]C(C)(C)C)=[O:20])=[C:17]([F:31])[CH:16]=2)[CH:10]2[CH2:11][CH:6]3CC(C[CH:4]1[CH2:5]3)C2)#N.C12(COC3C(C4CC4)=CC(C(OC(C)(C)C)=O)=C(F)C=3)CC1CCCC2, predict the reaction product. The product is: [C:3]12([CH2:13][O:14][C:15]3[C:27]([CH:28]4[CH2:30][CH2:29]4)=[CH:26][C:18]([C:19]([OH:21])=[O:20])=[C:17]([F:31])[CH:16]=3)[CH2:1][CH:4]1[CH2:5][CH2:6][CH2:11][CH2:10]2. (3) The product is: [Cl:1][C:2]1[CH:10]=[C:9]([F:11])[CH:8]=[CH:7][C:3]=1[C:4]1[C:36]([C:37]2[NH:38][CH:39]=[CH:40][N:41]=2)=[CH:35][N:34]=[C:33]([NH:42][CH2:43][CH2:44][NH:45][C:13]2[CH:18]=[CH:17][C:16]([C:19]([F:22])([F:21])[F:20])=[CH:15][N:14]=2)[N:32]=1. Given the reactants [Cl:1][C:2]1[CH:10]=[C:9]([F:11])[CH:8]=[CH:7][C:3]=1[C:4](Cl)=O.Cl[C:13]1[CH:18]=[CH:17][C:16]([C:19]([F:22])([F:21])[F:20])=[CH:15][N:14]=1.ClC1C=C(Cl)C=CC=1C1[C:36]([C:37]2[NH:38][CH:39]=[CH:40][N:41]=2)=[CH:35][N:34]=[C:33]([NH:42][CH2:43][CH2:44][NH:45]C2C=CC([N+]([O-])=O)=CN=2)[N:32]=1, predict the reaction product. (4) The product is: [Cl:17][C:18]1[CH:23]=[CH:22][CH:21]=[CH:20][C:19]=1[N:24]1[C:10](=[O:12])[C:9]2[C:4](=[N:5][C:6]([S:15][CH3:16])=[N:7][CH:8]=2)[NH:3][C:25]1=[O:26]. Given the reactants [H-].[Na+].[NH2:3][C:4]1[C:9]([C:10]([O:12]CC)=O)=[CH:8][N:7]=[C:6]([S:15][CH3:16])[N:5]=1.[Cl:17][C:18]1[CH:23]=[CH:22][CH:21]=[CH:20][C:19]=1[N:24]=[C:25]=[O:26], predict the reaction product. (5) Given the reactants [Cl:1][C:2]1[C:9]([Cl:10])=[CH:8][CH:7]=[C:6]([N+:11]([O-:13])=[O:12])[C:3]=1[C:4]#[N:5].B.O1CCCC1.CO, predict the reaction product. The product is: [ClH:1].[Cl:1][C:2]1[C:9]([Cl:10])=[CH:8][CH:7]=[C:6]([N+:11]([O-:13])=[O:12])[C:3]=1[CH2:4][NH2:5]. (6) Given the reactants Cl[C:2]1[N:7]=[N:6][C:5]([C:8]([N:10]2[CH2:15][CH2:14][N:13]([C:16]3[C:21]([CH3:22])=[CH:20][C:19]([CH:23]4[CH2:25][CH2:24]4)=[CH:18][N:17]=3)[CH2:12][CH2:11]2)=[O:9])=[CH:4][CH:3]=1.[CH3:26][N:27]1[CH2:31][CH2:30][NH:29][C:28]1=[O:32], predict the reaction product. The product is: [CH:23]1([C:19]2[CH:20]=[C:21]([CH3:22])[C:16]([N:13]3[CH2:14][CH2:15][N:10]([C:8]([C:5]4[N:6]=[N:7][C:2]([N:29]5[CH2:30][CH2:31][N:27]([CH3:26])[C:28]5=[O:32])=[CH:3][CH:4]=4)=[O:9])[CH2:11][CH2:12]3)=[N:17][CH:18]=2)[CH2:25][CH2:24]1. (7) Given the reactants [CH3:1][O:2][C:3]1[CH:4]=[C:5]([CH:21]=[CH:22][C:23]=1[O:24][CH3:25])[CH2:6][CH:7]1[C:16]2[C:11](=[CH:12][C:13]([O:19][CH3:20])=[C:14]([O:17][CH3:18])[CH:15]=2)[CH2:10][CH2:9][NH:8]1.Br[CH2:27][C:28](Br)=[O:29].[CH3:31][O:32][C:33]1[CH:40]=[CH:39][CH:38]=[CH:37][C:34]=1[CH2:35][NH2:36], predict the reaction product. The product is: [CH3:1][O:2][C:3]1[CH:4]=[C:5]([CH:21]=[CH:22][C:23]=1[O:24][CH3:25])[CH2:6][CH:7]1[C:16]2[C:11](=[CH:12][C:13]([O:19][CH3:20])=[C:14]([O:17][CH3:18])[CH:15]=2)[CH2:10][CH2:9][N:8]1[CH2:27][C:28]([NH:36][CH2:35][C:34]1[CH:37]=[CH:38][CH:39]=[CH:40][C:33]=1[O:32][CH3:31])=[O:29]. (8) Given the reactants [C:1]1([C:7]2[N:8]=[CH:9][C:10]([N:19]([CH2:21][C:22]3[CH:27]=[CH:26][CH:25]=[C:24]([O:28]COC)[CH:23]=3)[CH3:20])=[N:11][C:12]=2[C:13]2[CH:18]=[CH:17][CH:16]=[CH:15][CH:14]=2)[CH:6]=[CH:5][CH:4]=[CH:3][CH:2]=1.Cl.CO, predict the reaction product. The product is: [C:1]1([C:7]2[N:8]=[CH:9][C:10]([N:19]([CH2:21][C:22]3[CH:23]=[C:24]([OH:28])[CH:25]=[CH:26][CH:27]=3)[CH3:20])=[N:11][C:12]=2[C:13]2[CH:18]=[CH:17][CH:16]=[CH:15][CH:14]=2)[CH:2]=[CH:3][CH:4]=[CH:5][CH:6]=1. (9) Given the reactants [CH3:1][C:2]1[CH:26]=[CH:25][C:5]([C:6]([NH:8][C:9]2[C:10]([C:21]([O:23]C)=[O:22])=[C:11]([C:14]3[CH:19]=[CH:18][C:17]([CH3:20])=[CH:16][CH:15]=3)[S:12][CH:13]=2)=[O:7])=[CH:4][CH:3]=1.[OH-].[Li+], predict the reaction product. The product is: [CH3:1][C:2]1[CH:26]=[CH:25][C:5]([C:6]([NH:8][C:9]2[C:10]([C:21]([OH:23])=[O:22])=[C:11]([C:14]3[CH:19]=[CH:18][C:17]([CH3:20])=[CH:16][CH:15]=3)[S:12][CH:13]=2)=[O:7])=[CH:4][CH:3]=1. (10) Given the reactants [NH:1]1[CH2:6][CH2:5][CH:4]([N:7]2[CH:11]=[C:10]([C:12]3[CH:17]=[N:16][N:15]4[C:18]([C:21]5[CH:22]=[C:23]([NH:27][C:28]([NH:30][CH2:31][C:32]([F:35])([F:34])[F:33])=[O:29])[CH:24]=[CH:25][CH:26]=5)=[CH:19][N:20]=[C:14]4[CH:13]=3)[CH:9]=[N:8]2)[CH2:3][CH2:2]1.[CH2:36]([N:43]=[C:44]=[O:45])[C:37]1[CH:42]=[CH:41][CH:40]=[CH:39][CH:38]=1, predict the reaction product. The product is: [CH2:36]([NH:43][C:44]([N:1]1[CH2:6][CH2:5][CH:4]([N:7]2[CH:11]=[C:10]([C:12]3[CH:17]=[N:16][N:15]4[C:18]([C:21]5[CH:26]=[CH:25][CH:24]=[C:23]([NH:27][C:28]([NH:30][CH2:31][C:32]([F:33])([F:35])[F:34])=[O:29])[CH:22]=5)=[CH:19][N:20]=[C:14]4[CH:13]=3)[CH:9]=[N:8]2)[CH2:3][CH2:2]1)=[O:45])[C:37]1[CH:42]=[CH:41][CH:40]=[CH:39][CH:38]=1.